Predict which catalyst facilitates the given reaction. From a dataset of Catalyst prediction with 721,799 reactions and 888 catalyst types from USPTO. Reactant: [NH2:1][C:2]1[N:6]([CH2:7][CH2:8][C:9](=[O:11])[NH2:10])[C:5]2[CH:12]=[CH:13][C:14]([N:16]([CH3:25])[C:17](=[O:24])[C:18]3[CH:23]=[CH:22][CH:21]=[CH:20][CH:19]=3)=[CH:15][C:4]=2[N:3]=1.[C:26]([O:30][C:31]([NH:33][C:34]1[S:35][CH:36]=[C:37]([C:39]2[S:43][C:42]([C:44](O)=[O:45])=[CH:41][CH:40]=2)[N:38]=1)=[O:32])([CH3:29])([CH3:28])[CH3:27].C(Cl)CCl.C1C=CC2N(O)N=NC=2C=1.CCN(C(C)C)C(C)C. Product: [C:26]([O:30][C:31](=[O:32])[NH:33][C:34]1[S:35][CH:36]=[C:37]([C:39]2[S:43][C:42]([C:44](=[O:45])[NH:1][C:2]3[N:6]([CH2:7][CH2:8][C:9](=[O:11])[NH2:10])[C:5]4[CH:12]=[CH:13][C:14]([N:16]([C:17](=[O:24])[C:18]5[CH:23]=[CH:22][CH:21]=[CH:20][CH:19]=5)[CH3:25])=[CH:15][C:4]=4[N:3]=3)=[CH:41][CH:40]=2)[N:38]=1)([CH3:29])([CH3:27])[CH3:28]. The catalyst class is: 18.